Dataset: HIV replication inhibition screening data with 41,000+ compounds from the AIDS Antiviral Screen. Task: Binary Classification. Given a drug SMILES string, predict its activity (active/inactive) in a high-throughput screening assay against a specified biological target. (1) The molecule is CC=C(C)C(=O)N1c2ccccc2CC1c1c(C)[nH]c2ccccc12. The result is 0 (inactive). (2) The drug is CCSc1c(S)cnn(C)c1=O. The result is 1 (active). (3) The compound is Oc1c(C(O)c2ccccn2)ccc2ccccc12. The result is 0 (inactive).